This data is from Forward reaction prediction with 1.9M reactions from USPTO patents (1976-2016). The task is: Predict the product of the given reaction. (1) The product is: [CH2:10]([O:9][C:8]([NH:7][CH:3]([CH:4]([CH3:6])[CH3:5])[CH2:2][NH:1][C:20](=[O:21])[O:22][C:23]([CH3:26])([CH3:25])[CH3:24])=[O:17])[C:11]1[CH:16]=[CH:15][CH:14]=[CH:13][CH:12]=1. Given the reactants [NH2:1][CH2:2][CH:3]([NH:7][C:8](=[O:17])[O:9][CH2:10][C:11]1[CH:16]=[CH:15][CH:14]=[CH:13][CH:12]=1)[CH:4]([CH3:6])[CH3:5].[OH-].[Na+].[C:20](O[C:20]([O:22][C:23]([CH3:26])([CH3:25])[CH3:24])=[O:21])([O:22][C:23]([CH3:26])([CH3:25])[CH3:24])=[O:21].C(OCC)(=O)C, predict the reaction product. (2) Given the reactants FC(F)(F)C(O)=O.[CH3:8][N:9]([CH:17]1[CH2:22][CH2:21][N:20]([C:23]2[C:24]3[CH:31]=[CH:30][NH:29][C:25]=3[N:26]=[CH:27][N:28]=2)[CH2:19][CH2:18]1)C(=O)OC(C)(C)C, predict the reaction product. The product is: [CH3:8][NH:9][CH:17]1[CH2:22][CH2:21][N:20]([C:23]2[C:24]3[CH:31]=[CH:30][NH:29][C:25]=3[N:26]=[CH:27][N:28]=2)[CH2:19][CH2:18]1.